This data is from Catalyst prediction with 721,799 reactions and 888 catalyst types from USPTO. The task is: Predict which catalyst facilitates the given reaction. (1) Reactant: [C:1]1([O:11][CH2:12][CH2:13][CH2:14][N:15]2[C:23]3[C:18](=[CH:19][CH:20]=[CH:21][CH:22]=3)[C:17]([CH2:24][C:25]([O:27]C)=[O:26])=[CH:16]2)[C:10]2[C:5](=[CH:6][CH:7]=[CH:8][CH:9]=2)[CH:4]=[CH:3][CH:2]=1.[OH-].[K+]. Product: [C:1]1([O:11][CH2:12][CH2:13][CH2:14][N:15]2[C:23]3[C:18](=[CH:19][CH:20]=[CH:21][CH:22]=3)[C:17]([CH2:24][C:25]([OH:27])=[O:26])=[CH:16]2)[C:10]2[C:5](=[CH:6][CH:7]=[CH:8][CH:9]=2)[CH:4]=[CH:3][CH:2]=1. The catalyst class is: 36. (2) Reactant: O.C([O:4]CC)C.[C:7]([O:12][CH2:13][CH2:14][CH2:15][Si:16]([CH3:19])([CH3:18])Cl)(=[O:11])[C:8]([CH3:10])=[CH2:9]. Product: [C:7]([O:12][CH2:13][CH2:14][CH2:15][Si:16]([CH3:19])([CH3:18])[OH:4])(=[O:11])[C:8]([CH3:10])=[CH2:9]. The catalyst class is: 1. (3) Reactant: [ClH:1].[CH2:2]1[C:4]2([CH2:9][CH2:8][NH:7][CH2:6][C@H:5]2[OH:10])[CH2:3]1.C(N(CC)CC)C.C(O)(=O)C.C(OC([N:29]1[CH2:34][CH2:33][N:32]([CH2:35][CH2:36][CH:37]=O)[C:31](=[O:39])[CH:30]1[CH3:40])=O)(C)(C)C.C(O[BH-](OC(=O)C)OC(=O)C)(=O)C.[Na+]. Product: [ClH:1].[ClH:1].[OH:10][C@@H:5]1[CH2:6][N:7]([CH2:37][CH2:36][CH2:35][N:32]2[CH2:33][CH2:34][NH:29][CH:30]([CH3:40])[C:31]2=[O:39])[CH2:8][CH2:9][C:4]21[CH2:3][CH2:2]2. The catalyst class is: 4. (4) Reactant: [Cl:1][C:2]1[C:11]2[C:6](=[CH:7][C:8]([NH2:13])=[C:9]([Cl:12])[CH:10]=2)[CH:5]=[CH:4][N:3]=1.[B-](F)(F)(F)[F:15].[B-](F)(F)(F)F.C1[N+]2(CCl)CC[N+](F)(CC2)C1. Product: [Cl:1][C:2]1[C:11]2[C:6](=[C:7]([F:15])[C:8]([NH2:13])=[C:9]([Cl:12])[CH:10]=2)[CH:5]=[CH:4][N:3]=1. The catalyst class is: 3. (5) Reactant: Cl[C:2]1[CH:7]=[C:6]([Cl:8])[N:5]=[N:4][C:3]=1[C:9]([O:11][CH2:12][CH3:13])=[O:10].[CH3:14][O:15][C:16]([C:19]1[N:24]=[C:23]([NH2:25])[CH:22]=[CH:21][CH:20]=1)([CH3:18])[CH3:17]. Product: [Cl:8][C:6]1[N:5]=[N:4][C:3]([C:9]([O:11][CH2:12][CH3:13])=[O:10])=[C:2]([NH:25][C:23]2[CH:22]=[CH:21][CH:20]=[C:19]([C:16]([O:15][CH3:14])([CH3:17])[CH3:18])[N:24]=2)[CH:7]=1. The catalyst class is: 10.